Task: Predict which catalyst facilitates the given reaction.. Dataset: Catalyst prediction with 721,799 reactions and 888 catalyst types from USPTO Reactant: Cl[CH:2]1[CH:11]([S:12]([C:15]2[CH:20]=[CH:19][CH:18]=[CH:17][CH:16]=2)(=[O:14])=[O:13])[CH:10]2[CH2:21][CH2:22][CH:3]1[C:4]1[C:9]2=[CH:8][CH:7]=[CH:6][CH:5]=1.C1CCN2C(=NCCC2)CC1.Cl. Product: [C:15]1([S:12]([C:11]2[CH:10]3[CH2:21][CH2:22][CH:3]([CH:2]=2)[C:4]2[C:9]3=[CH:8][CH:7]=[CH:6][CH:5]=2)(=[O:14])=[O:13])[CH:16]=[CH:17][CH:18]=[CH:19][CH:20]=1. The catalyst class is: 1.